This data is from Reaction yield outcomes from USPTO patents with 853,638 reactions. The task is: Predict the reaction yield, written as a fraction of the theoretical maximum amount of product (1.0 means a 100% yield; for example, 0.34 means a 34% yield). (1) The reactants are [Cl-].[CH3:2][O:3][CH2:4][P+](C1C=CC=CC=1)(C1C=CC=CC=1)C1C=CC=CC=1.O1CCCC1.C([Li])CCC.[CH3:34][O:35][C:36]1[CH:50]=[CH:49][C:39]([CH2:40][C:41]2([CH3:48])[CH2:46][CH2:45][O:44][CH2:43][C:42]2=O)=[CH:38][CH:37]=1. The catalyst is C([O-])(O)=O.[Na+]. The product is [CH3:34][O:35][C:36]1[CH:50]=[CH:49][C:39]([CH2:40][C:41]2([CH3:48])[CH2:46][CH2:45][O:44][CH2:43]/[C:42]/2=[CH:2]\[O:3][CH3:4])=[CH:38][CH:37]=1. The yield is 0.699. (2) The reactants are C(OC([NH:11][C@H:12]1[CH2:17][CH2:16][CH2:15][N:14]([CH:18]2[CH2:23][CH2:22][N:21]([C:24]([O:26][C:27]([CH3:30])([CH3:29])[CH3:28])=[O:25])[CH2:20][CH2:19]2)[C:13]1=[O:31])=O)C1C=CC=CC=1.[H][H]. The catalyst is CO.[Pd]. The product is [NH2:11][C@H:12]1[CH2:17][CH2:16][CH2:15][N:14]([CH:18]2[CH2:19][CH2:20][N:21]([C:24]([O:26][C:27]([CH3:29])([CH3:28])[CH3:30])=[O:25])[CH2:22][CH2:23]2)[C:13]1=[O:31]. The yield is 1.17. (3) The reactants are [Cl:1][C:2]1[CH:3]=[C:4]([NH2:10])[C:5]([NH2:9])=[CH:6][C:7]=1[CH3:8].[O:11]1CCC[CH2:12]1. No catalyst specified. The product is [Cl:1][C:2]1[C:7]([CH3:8])=[CH:6][C:5]2[NH:9][C:12](=[O:11])[NH:10][C:4]=2[CH:3]=1. The yield is 0.800. (4) The reactants are [ClH:1].O1CCOCC1.[CH3:8][O:9][C:10]1[CH:15]=[C:14]([CH3:16])[C:13]([S:17]([N:20]([CH2:22][CH2:23][O:24][CH2:25][C:26]([N:28]2[CH2:33][CH2:32][C:31]([N:40](C)[C:41](=O)OC(C)(C)C)([C:34]3[CH:39]=[CH:38][N:37]=[CH:36][CH:35]=3)[CH2:30][CH2:29]2)=[O:27])[CH3:21])(=[O:19])=[O:18])=[C:12]([CH3:49])[CH:11]=1. The catalyst is C(OCC)(=O)C. The product is [ClH:1].[CH3:8][O:9][C:10]1[CH:15]=[C:14]([CH3:16])[C:13]([S:17]([N:20]([CH3:21])[CH2:22][CH2:23][O:24][CH2:25][C:26]([N:28]2[CH2:33][CH2:32][C:31]([NH:40][CH3:41])([C:34]3[CH:35]=[CH:36][N:37]=[CH:38][CH:39]=3)[CH2:30][CH2:29]2)=[O:27])(=[O:19])=[O:18])=[C:12]([CH3:49])[CH:11]=1. The yield is 0.900. (5) The reactants are [CH3:1][O:2][C:3]1[CH:8]=[CH:7][CH:6]=[CH:5][C:4]=1B(O)O.[F-].[K+].Cl[C:15]1[CH:20]=[CH:19][C:18]([CH3:21])=[CH:17][CH:16]=1. The catalyst is C([O-])(=O)C.[Pd+2].C([O-])(=O)C.C(P(C(C)(C)C)C1C=CC=CC=1C1C=CC=CC=1)(C)(C)C. The product is [CH3:1][O:2][C:3]1[CH:8]=[CH:7][CH:6]=[CH:5][C:4]=1[C:15]1[CH:20]=[CH:19][C:18]([CH3:21])=[CH:17][CH:16]=1. The yield is 0.950. (6) The reactants are [Cl:1][C:2]1[N:3]=[C:4](Cl)[C:5]2[S:10][CH:9]=[CH:8][C:6]=2[N:7]=1.[NH:12]1[CH2:17][CH2:16][O:15][CH2:14][CH2:13]1. The catalyst is CO. The product is [Cl:1][C:2]1[N:3]=[C:4]([N:12]2[CH2:17][CH2:16][O:15][CH2:14][CH2:13]2)[C:5]2[S:10][CH:9]=[CH:8][C:6]=2[N:7]=1. The yield is 1.00. (7) The reactants are [CH2:1]([O:8][C:9](=[O:26])[C:10]([CH3:25])([O:12][C:13]1[CH:18]=[CH:17][CH:16]=[C:15]([CH:19]2[CH2:24][CH2:23][CH2:22][NH:21][CH2:20]2)[CH:14]=1)[CH3:11])[C:2]1[CH:7]=[CH:6][CH:5]=[CH:4][CH:3]=1.[CH:27]([C:30]1[CH:40]=[CH:39][C:33](/[CH:34]=[CH:35]/[C:36](O)=[O:37])=[CH:32][CH:31]=1)([CH3:29])[CH3:28].Cl.CN(C)CCCN=C=NCC. The catalyst is C(Cl)Cl. The product is [CH2:1]([O:8][C:9](=[O:26])[C:10]([O:12][C:13]1[CH:18]=[CH:17][CH:16]=[C:15]([CH:19]2[CH2:24][CH2:23][CH2:22][N:21]([C:36](=[O:37])[CH:35]=[CH:34][C:33]3[CH:39]=[CH:40][C:30]([CH:27]([CH3:28])[CH3:29])=[CH:31][CH:32]=3)[CH2:20]2)[CH:14]=1)([CH3:11])[CH3:25])[C:2]1[CH:7]=[CH:6][CH:5]=[CH:4][CH:3]=1. The yield is 0.600.